This data is from Reaction yield outcomes from USPTO patents with 853,638 reactions. The task is: Predict the reaction yield, written as a fraction of the theoretical maximum amount of product (1.0 means a 100% yield; for example, 0.34 means a 34% yield). (1) The reactants are [CH2:1]([O:8][C:9]([N:11]1[C:20]2[C:15](=[CH:16][CH:17]=[CH:18][CH:19]=2)[C:14](=[N:21][C:22]2[CH:27]=[CH:26][CH:25]=[CH:24][CH:23]=2)[CH2:13][CH:12]1[CH3:28])=[O:10])[C:2]1[CH:7]=[CH:6][CH:5]=[CH:4][CH:3]=1.O. The catalyst is C(O)(=O)C.C(O[BH-](OC(=O)C)OC(=O)C)(=O)C.[Na+]. The product is [CH2:1]([O:8][C:9]([N:11]1[C:20]2[C:15](=[CH:16][CH:17]=[CH:18][CH:19]=2)[C@H:14]([NH:21][C:22]2[CH:27]=[CH:26][CH:25]=[CH:24][CH:23]=2)[CH2:13][C@@H:12]1[CH3:28])=[O:10])[C:2]1[CH:3]=[CH:4][CH:5]=[CH:6][CH:7]=1. The yield is 0.466. (2) The reactants are [CH2:1]([O:3][C:4]1[C:5]([CH2:30][N:31]2[CH2:36][CH2:35][CH2:34][CH2:33][CH2:32]2)=[C:6]2[C:11](=[C:12]3[CH2:16][C:15]([CH3:18])([CH3:17])[O:14][C:13]=13)[C:10]([C:19]1[CH:24]=[CH:23][CH:22]=[C:21]([N+:25]([O-])=O)[CH:20]=1)=[N:9][C:8]([CH3:29])([CH3:28])[CH2:7]2)[CH3:2].C(=O)([O-])O.[Na+]. The catalyst is C(O)(=O)C.[Cl-].[Cl-].[Cl-].[Ti+3]. The product is [CH2:1]([O:3][C:4]1[C:5]([CH2:30][N:31]2[CH2:32][CH2:33][CH2:34][CH2:35][CH2:36]2)=[C:6]2[C:11](=[C:12]3[CH2:16][C:15]([CH3:17])([CH3:18])[O:14][C:13]=13)[C:10]([C:19]1[CH:20]=[C:21]([NH2:25])[CH:22]=[CH:23][CH:24]=1)=[N:9][C:8]([CH3:29])([CH3:28])[CH2:7]2)[CH3:2]. The yield is 0.960.